This data is from Catalyst prediction with 721,799 reactions and 888 catalyst types from USPTO. The task is: Predict which catalyst facilitates the given reaction. Reactant: [H-].[Na+].[CH:3]([O:5][CH3:6])=[O:4].[F:7][C:8]([F:22])([F:21])[C:9]1[N:14]=[CH:13][C:12]([CH2:15][CH2:16][C:17](OC)=[O:18])=[CH:11][N:10]=1. Product: [OH:18]/[CH:17]=[C:16](/[CH2:15][C:12]1[CH:11]=[N:10][C:9]([C:8]([F:22])([F:21])[F:7])=[N:14][CH:13]=1)\[C:3]([O:5][CH3:6])=[O:4]. The catalyst class is: 57.